Dataset: Peptide-MHC class II binding affinity with 134,281 pairs from IEDB. Task: Regression. Given a peptide amino acid sequence and an MHC pseudo amino acid sequence, predict their binding affinity value. This is MHC class II binding data. (1) The MHC is DRB3_0101 with pseudo-sequence DRB3_0101. The binding affinity (normalized) is 0.492. The peptide sequence is KKEGNTSLLWNGPMAVS. (2) The binding affinity (normalized) is 0.512. The MHC is HLA-DQA10401-DQB10402 with pseudo-sequence HLA-DQA10401-DQB10402. The peptide sequence is AAATYGTTVYGAFAA. (3) The binding affinity (normalized) is 0.608. The MHC is DRB1_0701 with pseudo-sequence DRB1_0701. The peptide sequence is PAVKYIEPDMIVNAT. (4) The peptide sequence is LNVTSEDLGKTFSVG. The MHC is DRB1_1101 with pseudo-sequence DRB1_1101. The binding affinity (normalized) is 0.336. (5) The peptide sequence is IGRNPNRDGDSYYYS. The MHC is DRB3_0202 with pseudo-sequence DRB3_0202. The binding affinity (normalized) is 0.489. (6) The peptide sequence is AMAPTMAAPGAAVAS. The MHC is HLA-DQA10501-DQB10301 with pseudo-sequence HLA-DQA10501-DQB10301. The binding affinity (normalized) is 0.631. (7) The peptide sequence is RPGGAGRDGGQLRIP. The MHC is HLA-DPA10103-DPB10401 with pseudo-sequence HLA-DPA10103-DPB10401. The binding affinity (normalized) is 0. (8) The peptide sequence is FDHEFTFGWDELLSK. The MHC is DRB3_0202 with pseudo-sequence DRB3_0202. The binding affinity (normalized) is 0. (9) The peptide sequence is KASPVLAFPAGVCPT. The MHC is DRB1_1101 with pseudo-sequence DRB1_1101. The binding affinity (normalized) is 0.0571.